Task: Predict the product of the given reaction.. Dataset: Forward reaction prediction with 1.9M reactions from USPTO patents (1976-2016) (1) Given the reactants Cl[C:2]([N:4]=[C:5]=[O:6])=[O:3].[CH2:7]([C:14]1[C:18]2[CH:19]=[CH:20][C:21](/[C:23](/[CH2:28][CH3:29])=[CH:24]\[CH2:25][NH:26][OH:27])=[CH:22][C:17]=2[O:16][C:15]=1[CH2:30][CH3:31])[C:8]1[CH:13]=[CH:12][CH:11]=[CH:10][CH:9]=1.Cl, predict the reaction product. The product is: [CH2:7]([C:14]1[C:18]2[CH:19]=[CH:20][C:21](/[C:23](/[CH2:28][CH3:29])=[CH:24]\[CH2:25][N:26]3[C:5](=[O:6])[NH:4][C:2](=[O:3])[O:27]3)=[CH:22][C:17]=2[O:16][C:15]=1[CH2:30][CH3:31])[C:8]1[CH:9]=[CH:10][CH:11]=[CH:12][CH:13]=1. (2) Given the reactants [NH2:1][C:2]1[CH:7]=[C:6]([OH:8])[CH:5]=[CH:4][C:3]=1[S:9][C:10]1[CH:15]=[CH:14][C:13]([NH:16][C:17](=[O:19])[CH3:18])=[CH:12][CH:11]=1.[CH3:20][C:21]1[CH:22]=[C:23]([CH:26]=[CH:27][CH:28]=1)[CH2:24]Br.C(=O)([O-])[O-].[K+].[K+], predict the reaction product. The product is: [NH2:1][C:2]1[CH:7]=[C:6]([O:8][CH2:20][C:21]2[CH:28]=[CH:27][CH:26]=[C:23]([CH3:24])[CH:22]=2)[CH:5]=[CH:4][C:3]=1[S:9][C:10]1[CH:15]=[CH:14][C:13]([NH:16][C:17](=[O:19])[CH3:18])=[CH:12][CH:11]=1. (3) Given the reactants [CH:1]1([C:4]2[CH:11]=[C:10]([N+:12]([O-])=O)[CH:9]=[CH:8][C:5]=2[C:6]#[N:7])[CH2:3][CH2:2]1.[Cl-].[NH4+].CO, predict the reaction product. The product is: [NH2:12][C:10]1[CH:9]=[CH:8][C:5]([C:6]#[N:7])=[C:4]([CH:1]2[CH2:2][CH2:3]2)[CH:11]=1.